Predict the reactants needed to synthesize the given product. From a dataset of Full USPTO retrosynthesis dataset with 1.9M reactions from patents (1976-2016). (1) Given the product [CH3:18][C:16]1[S:15][C:14]2[O:1][C:2]3[C:7]([O:8][CH3:9])=[CH:6][CH:5]=[CH:4][C:3]=3[NH:10][C:11](=[O:12])[C:13]=2[CH:17]=1, predict the reactants needed to synthesize it. The reactants are: [OH:1][C:2]1[C:7]([O:8][CH3:9])=[CH:6][CH:5]=[CH:4][C:3]=1[NH:10][C:11]([C:13]1[CH:17]=[C:16]([CH3:18])[S:15][C:14]=1Br)=[O:12].C[O-].[Na+].O.Cl. (2) Given the product [O:1]1[C:10]2[C:5](=[CH:6][CH:7]=[CH:8][CH:9]=2)[CH:4]([N:11]2[C:19](=[O:20])[N:18]([CH2:33][CH2:34][O:35][CH3:36])[C:17]3[C:12]2=[N:13][C:14]([N:21]2[C:25]4[CH:26]=[C:27]([C:30]#[N:31])[CH:28]=[CH:29][C:24]=4[N:23]=[CH:22]2)=[N:15][CH:16]=3)[CH2:3][CH2:2]1, predict the reactants needed to synthesize it. The reactants are: [O:1]1[C:10]2[C:5](=[CH:6][CH:7]=[CH:8][CH:9]=2)[C@H:4]([N:11]2[C:19](=[O:20])[NH:18][C:17]3[C:12]2=[N:13][C:14]([N:21]2[C:25]4[CH:26]=[C:27]([C:30]#[N:31])[CH:28]=[CH:29][C:24]=4[N:23]=[CH:22]2)=[N:15][CH:16]=3)[CH2:3][CH2:2]1.Br[CH2:33][CH2:34][O:35][CH3:36].CCN(P1(N(C)CCCN1)=NC(C)(C)C)CC. (3) Given the product [CH:26]1([N:29]2[CH:33]=[C:32]([C:23]3[C:14]([O:13][C:5]4[N:4]([CH:1]=[CH:2][CH3:3])[C:8]5[CH:9]=[CH:10][CH:11]=[CH:12][C:7]=5[N:6]=4)=[C:15]4[C:20](=[CH:21][CH:22]=3)[NH:19][C@@H:18]([CH3:25])[CH2:17][CH2:16]4)[CH:31]=[N:30]2)[CH2:28][CH2:27]1, predict the reactants needed to synthesize it. The reactants are: [CH2:1]([N:4]1[C:8]2[CH:9]=[CH:10][CH:11]=[CH:12][C:7]=2[N:6]=[C:5]1[O:13][C:14]1[C:23](Br)=[CH:22][CH:21]=[C:20]2[C:15]=1[CH2:16][CH2:17][C@H:18]([CH3:25])[NH:19]2)[CH:2]=[CH2:3].[CH:26]1([N:29]2[CH:33]=[C:32](B3OC(C)(C)C(C)(C)O3)[CH:31]=[N:30]2)[CH2:28][CH2:27]1.C(=O)([O-])[O-].[K+].[K+]. (4) Given the product [CH3:1][O:2][C:3]([CH:5]1[CH2:9][CH:8]([CH2:10][OH:18])[CH2:7][N:6]1[C:11]([O:13][C:14]([CH3:17])([CH3:16])[CH3:15])=[O:12])=[O:4], predict the reactants needed to synthesize it. The reactants are: [CH3:1][O:2][C:3]([CH:5]1[CH2:9][C:8](=[CH2:10])[CH2:7][N:6]1[C:11]([O:13][C:14]([CH3:17])([CH3:16])[CH3:15])=[O:12])=[O:4].[OH2:18].[OH-].[Na+].OO.